From a dataset of Reaction yield outcomes from USPTO patents with 853,638 reactions. Predict the reaction yield, written as a fraction of the theoretical maximum amount of product (1.0 means a 100% yield; for example, 0.34 means a 34% yield). (1) The reactants are [CH3:1][CH:2]1[CH2:20][CH2:19][N:6]2[C:7]3[CH:8]=[C:9]([C:14]([O:16]CC)=[O:15])[CH:10]=[CH:11][C:12]=3[CH:13]=[C:5]2[C:4](=[O:21])[NH:3]1.[OH-].[Na+].C(O)(=O)C.O. The catalyst is C(O)C. The product is [CH3:1][CH:2]1[CH2:20][CH2:19][N:6]2[C:7]3[CH:8]=[C:9]([C:14]([OH:16])=[O:15])[CH:10]=[CH:11][C:12]=3[CH:13]=[C:5]2[C:4](=[O:21])[NH:3]1. The yield is 0.580. (2) No catalyst specified. The reactants are [F:1][C:2]([F:7])([F:6])[C:3]([OH:5])=[O:4].[CH3:8][O:9][CH2:10][CH2:11][CH:12]([N:19]1[CH:23]=[C:22]([C:24]2[C:25]3[CH:32]=[CH:31][N:30](COCC[Si](C)(C)C)[C:26]=3[N:27]=[CH:28][N:29]=2)[CH:21]=[N:20]1)[C:13]1[CH:18]=[CH:17][CH:16]=[CH:15][CH:14]=1.C(Cl)Cl.CO.C(N)CN. The product is [F:1][C:2]([F:7])([F:6])[C:3]([OH:5])=[O:4].[CH3:8][O:9][CH2:10][CH2:11][CH:12]([N:19]1[CH:23]=[C:22]([C:24]2[C:25]3[CH:32]=[CH:31][NH:30][C:26]=3[N:27]=[CH:28][N:29]=2)[CH:21]=[N:20]1)[C:13]1[CH:14]=[CH:15][CH:16]=[CH:17][CH:18]=1. The yield is 0.600. (3) The yield is 0.940. The catalyst is ClCCl. The reactants are [CH:1]1([CH2:6][CH:7]([C:22]2[NH:30][C:25]3=[N:26][CH:27]=[CH:28][CH:29]=[C:24]3[CH:23]=2)[C:8]2[CH:13]=[CH:12][C:11]([S:14]([CH2:17][CH2:18][O:19]CC)(=[O:16])=[O:15])=[CH:10][CH:9]=2)[CH2:5][CH2:4][CH2:3][CH2:2]1.B(Br)(Br)Br. The product is [CH:1]1([CH2:6][CH:7]([C:8]2[CH:9]=[CH:10][C:11]([S:14]([CH2:17][CH2:18][OH:19])(=[O:16])=[O:15])=[CH:12][CH:13]=2)[C:22]2[NH:30][C:25]3=[N:26][CH:27]=[CH:28][CH:29]=[C:24]3[CH:23]=2)[CH2:5][CH2:4][CH2:3][CH2:2]1. (4) The reactants are [NH2:1][C:2]1[CH:7]=[CH:6][C:5]([C:8]2[C:9]([NH2:17])=[N:10][C:11]([NH2:16])=[N:12][C:13]=2[CH2:14][CH3:15])=[CH:4][CH:3]=1.[CH2:18]1[C:26]2[C:21](=[CH:22][CH:23]=[CH:24][CH:25]=2)[CH2:20][CH:19]1[C:27](O)=[O:28].CCN(CC)CC.CN(C(ON1N=NC2C=CC=CC1=2)=[N+](C)C)C.[B-](F)(F)(F)F. The catalyst is CN(C=O)C. The product is [NH2:16][C:11]1[N:10]=[C:9]([NH2:17])[C:8]([C:5]2[CH:4]=[CH:3][C:2]([NH:1][C:27]([CH:19]3[CH2:20][C:21]4[C:26](=[CH:25][CH:24]=[CH:23][CH:22]=4)[CH2:18]3)=[O:28])=[CH:7][CH:6]=2)=[C:13]([CH2:14][CH3:15])[N:12]=1. The yield is 0.670. (5) The reactants are C([O:3][C:4](=[O:27])[CH2:5][N:6]1[CH:26]=[CH:25][C:10]([NH:11][C:12]([O:14][CH2:15][C:16]2[CH:24]=[CH:23][C:22]3[O:21][CH2:20][O:19][C:18]=3[CH:17]=2)=[O:13])=[N:9][C:7]1=[O:8])C.O.[OH-].[Li+].Cl. The catalyst is O1CCCC1.O. The product is [CH2:15]([O:14][C:12]([NH:11][C:10]1[CH:25]=[CH:26][N:6]([CH2:5][C:4]([OH:27])=[O:3])[C:7](=[O:8])[N:9]=1)=[O:13])[C:16]1[CH:24]=[CH:23][C:22]2[O:21][CH2:20][O:19][C:18]=2[CH:17]=1. The yield is 0.980.